Dataset: Full USPTO retrosynthesis dataset with 1.9M reactions from patents (1976-2016). Task: Predict the reactants needed to synthesize the given product. (1) Given the product [CH3:1][O:2][C:3]1[CH:8]=[CH:7][C:6]2[S:9][CH2:10][CH2:11][N:12]([CH:13]=[O:14])[CH2:17][C:5]=2[CH:4]=1, predict the reactants needed to synthesize it. The reactants are: [CH3:1][O:2][C:3]1[CH:8]=[CH:7][C:6]([S:9][CH2:10][CH2:11][NH:12][CH:13]=[O:14])=[CH:5][CH:4]=1.C=O.[C:17]1(C)C=CC(S(O)(=O)=O)=CC=1. (2) Given the product [CH3:36][C:28]1[CH:27]=[C:26]([C:2]2[CH:3]=[C:4]([CH:9]=[CH:10][N:11]=2)[C:5]([O:7][CH3:8])=[O:6])[CH:31]=[CH:30][C:29]=1[C:32]([F:33])([F:34])[F:35], predict the reactants needed to synthesize it. The reactants are: Cl[C:2]1[CH:3]=[C:4]([CH:9]=[CH:10][N:11]=1)[C:5]([O:7][CH3:8])=[O:6].C(=O)([O-])[O-].[K+].[K+].CC1(C)C(C)(C)OB([C:26]2[CH:31]=[CH:30][C:29]([C:32]([F:35])([F:34])[F:33])=[C:28]([CH3:36])[CH:27]=2)O1. (3) Given the product [Br:26][C:6]12[CH2:11][C:2]3([CH3:1])[CH2:9][CH:8]([CH2:10][C:4]([CH3:12])([CH2:3]3)[CH2:5]1)[CH2:7]2, predict the reactants needed to synthesize it. The reactants are: [CH3:1][C:2]12[CH2:11][CH:6]3[CH2:7][CH:8]([CH2:10][C:4]([CH3:12])([CH2:5]3)[CH2:3]1)[CH2:9]2.CC1(C)C2CC3CC(CC1(C)C3)C2.[Br:26]Br. (4) The reactants are: CC(OC([NH:8][C@H:9]([C:18]([OH:20])=O)[CH2:10][C:11]1[CH:16]=[CH:15][C:14]([Cl:17])=[CH:13][CH:12]=1)=O)(C)C.[CH3:21][NH:22][CH3:23].N[C@@H](CCSSCC[C@H](N)C(O)=O)C(O)=O.N1(OC(N(C)C)=[N+](C)C)C2C=CC=CC=2N=N1.C(N(C(C)C)CC)(C)C.[F:66][C:67]([F:72])([F:71])[C:68]([OH:70])=[O:69]. Given the product [F:66][C:67]([F:72])([F:71])[C:68]([OH:70])=[O:69].[NH2:8][C@@H:9]([CH2:10][C:11]1[CH:16]=[CH:15][C:14]([Cl:17])=[CH:13][CH:12]=1)[C:18]([N:22]([CH3:23])[CH3:21])=[O:20], predict the reactants needed to synthesize it. (5) Given the product [CH:29]1([NH:32][C:33]([NH:35][C:36]2[CH:41]=[CH:40][C:39]([O:42][C:43]3[CH:48]=[CH:47][N:46]=[C:45]4[CH:49]=[C:50]([C:52]5[CH:57]=[CH:56][C:55]([CH2:58][N:59]6[CH2:60][CH2:61][N:62]([C:18](=[O:20])/[CH:17]=[C:16](\[CH3:21])/[CH:15]=[CH:14]/[CH:13]=[C:12](\[CH3:22])/[CH:11]=[CH:10]/[C:3]7[C:4]([CH3:8])([CH3:9])[CH2:5][CH2:6][CH2:7][C:2]=7[CH3:1])[CH2:63][CH2:64]6)=[CH:54][N:53]=5)[S:51][C:44]=34)=[C:38]([F:65])[CH:37]=2)=[O:34])[CH2:31][CH2:30]1, predict the reactants needed to synthesize it. The reactants are: [CH3:1][C:2]1[CH2:7][CH2:6][CH2:5][C:4]([CH3:9])([CH3:8])[C:3]=1/[CH:10]=[CH:11]/[C:12](/[CH3:22])=[CH:13]/[CH:14]=[CH:15]/[C:16](/[CH3:21])=[CH:17]/[C:18]([OH:20])=O.C(Cl)(=O)C(Cl)=O.[CH:29]1([NH:32][C:33]([NH:35][C:36]2[CH:41]=[CH:40][C:39]([O:42][C:43]3[CH:48]=[CH:47][N:46]=[C:45]4[CH:49]=[C:50]([C:52]5[CH:57]=[CH:56][C:55]([CH2:58][N:59]6[CH2:64][CH2:63][NH:62][CH2:61][CH2:60]6)=[CH:54][N:53]=5)[S:51][C:44]=34)=[C:38]([F:65])[CH:37]=2)=[O:34])[CH2:31][CH2:30]1.C(N(CC)CC)C. (6) Given the product [O:12]1[CH:13]=[CH:14][CH:15]=[C:11]1[C:9]1[N:10]=[C:6]([NH:5][C:3](=[O:4])[CH2:2][N:37]2[CH2:36][CH2:35][N:34]3[CH2:39][C@@H:31]([OH:30])[CH2:32][C@H:33]3[CH2:38]2)[S:7][C:8]=1[C:16]([CH:18]1[CH2:23][CH2:22][O:21][CH2:20][CH2:19]1)=[O:17], predict the reactants needed to synthesize it. The reactants are: Br[CH2:2][C:3]([NH:5][C:6]1[S:7][C:8]([C:16]([CH:18]2[CH2:23][CH2:22][O:21][CH2:20][CH2:19]2)=[O:17])=[C:9]([C:11]2[O:12][CH:13]=[CH:14][CH:15]=2)[N:10]=1)=[O:4].O1CCCCC1[O:30][C@@H:31]1[CH2:39][N:34]2[CH2:35][CH2:36][NH:37][CH2:38][C@@H:33]2[CH2:32]1.